This data is from Peptide-MHC class II binding affinity with 134,281 pairs from IEDB. The task is: Regression. Given a peptide amino acid sequence and an MHC pseudo amino acid sequence, predict their binding affinity value. This is MHC class II binding data. (1) The peptide sequence is VLAALFAGAWCVPKV. The MHC is DRB1_1501 with pseudo-sequence DRB1_1501. The binding affinity (normalized) is 0.381. (2) The peptide sequence is QKTKQIGNRPGPSRG. The MHC is DRB1_0404 with pseudo-sequence DRB1_0404. The binding affinity (normalized) is 0.204. (3) The MHC is DRB1_0401 with pseudo-sequence DRB1_0401. The binding affinity (normalized) is 0.579. The peptide sequence is SDKFLANVSTVLTGK.